This data is from Reaction yield outcomes from USPTO patents with 853,638 reactions. The task is: Predict the reaction yield, written as a fraction of the theoretical maximum amount of product (1.0 means a 100% yield; for example, 0.34 means a 34% yield). (1) The reactants are [C:1]([C:3]1[CH:17]=[CH:16][C:6]([CH2:7]P(=O)(OCC)OCC)=[CH:5][C:4]=1[F:18])#[N:2].[H-].[Na+].O=[C:22]1[CH2:27][CH2:26][N:25]([C:28]([O:30][C:31]([CH3:34])([CH3:33])[CH3:32])=[O:29])[CH2:24][CH2:23]1.O. The catalyst is O1CCCC1. The product is [C:1]([C:3]1[CH:17]=[CH:16][C:6]([CH:7]=[C:22]2[CH2:27][CH2:26][N:25]([C:28]([O:30][C:31]([CH3:34])([CH3:33])[CH3:32])=[O:29])[CH2:24][CH2:23]2)=[CH:5][C:4]=1[F:18])#[N:2]. The yield is 0.900. (2) The reactants are [Br:1][C:2]1[CH:7]=[C:6]([CH2:8][CH2:9]Br)[CH:5]=[CH:4][C:3]=1[O:11][CH3:12].[OH:13][C:14]1[CH:19]=[CH:18][CH:17]=[CH:16][N:15]=1.C([O-])([O-])=O.[K+].[K+]. The catalyst is COCCOC. The product is [Br:1][C:2]1[CH:7]=[C:6]([CH2:8][CH2:9][N:15]2[CH:16]=[CH:17][CH:18]=[CH:19][C:14]2=[O:13])[CH:5]=[CH:4][C:3]=1[O:11][CH3:12]. The yield is 0.400. (3) The reactants are [Cl:1][C:2]1[N:7]=[C:6]([C:8]([O:10][CH3:11])=[O:9])[CH:5]=[C:4](Cl)[N:3]=1.C([Sn](CCCC)(CCCC)[C:18]([O:20][CH2:21][CH3:22])=[CH2:19])CCC.[F-].[K+].CC(OC)(C)C. The catalyst is CN(C=O)C.O.Cl[Pd](Cl)([P](C1C=CC=CC=1)(C1C=CC=CC=1)C1C=CC=CC=1)[P](C1C=CC=CC=1)(C1C=CC=CC=1)C1C=CC=CC=1. The product is [Cl:1][C:2]1[N:7]=[C:6]([C:8]([O:10][CH3:11])=[O:9])[CH:5]=[C:4]([C:18]([O:20][CH2:21][CH3:22])=[CH2:19])[N:3]=1. The yield is 0.750. (4) The reactants are [C:1]([C:3]1[CH:8]=[CH:7][CH:6]=[CH:5][C:4]=1B1OC(C)(C)C(C)(C)O1)#[N:2].BrC1C=C(C)C=C(C)[C:20]=1[NH2:21].C(=O)([O-])[O-].[K+].[K+].[C:34]1([CH3:40])[CH:39]=[CH:38][CH:37]=[CH:36][CH:35]=1.CO. The catalyst is C1C=CC([P]([Pd]([P](C2C=CC=CC=2)(C2C=CC=CC=2)C2C=CC=CC=2)([P](C2C=CC=CC=2)(C2C=CC=CC=2)C2C=CC=CC=2)[P](C2C=CC=CC=2)(C2C=CC=CC=2)C2C=CC=CC=2)(C2C=CC=CC=2)C2C=CC=CC=2)=CC=1. The product is [CH3:40][C:34]1[CH:39]=[CH:38][C:37]2[C:4]3[C:3]([CH:1]([NH2:2])[N:21]([CH3:20])[C:36]=2[CH:35]=1)=[CH:8][CH:7]=[CH:6][CH:5]=3. The yield is 0.820. (5) The reactants are C(N(CC)CC)C.[NH2:8][C:9]1[CH:10]=[C:11]2[C:15](=[CH:16][CH:17]=1)[NH:14][N:13]=[CH:12]2.[Cl:18][CH2:19][CH2:20][C:21](Cl)=[O:22]. The catalyst is O1CCCC1. The product is [Cl:18][CH2:19][CH2:20][C:21]([NH:8][C:9]1[CH:10]=[C:11]2[C:15](=[CH:16][CH:17]=1)[NH:14][N:13]=[CH:12]2)=[O:22]. The yield is 0.440.